From a dataset of Hepatocyte clearance measurements from AstraZeneca. Regression/Classification. Given a drug SMILES string, predict its absorption, distribution, metabolism, or excretion properties. Task type varies by dataset: regression for continuous measurements (e.g., permeability, clearance, half-life) or binary classification for categorical outcomes (e.g., BBB penetration, CYP inhibition). For this dataset (clearance_hepatocyte_az), we predict log10(clearance) (log10 of the in vitro intrinsic clearance, CLint, in uL/min per 10^6 hepatocytes; values are censored to the assay range of 3 to 150, which is 0.477 to 2.18 on this log10 scale). (1) The molecule is C#Cc1cccc(Nc2ncnc3cc(OCCOC)c(OCCOC)cc23)c1. The log10(clearance) is 0.990. (2) The molecule is C[C@H]1CN(Cc2cc(Cl)ccc2OCC(=O)O)CCN1C(=O)Cc1cccc(Cl)c1. The log10(clearance) is 1.08. (3) The molecule is CCC(CC)NC(=O)c1cnn(-c2ccccc2)c1NS(=O)(=O)c1ccc(-c2cnco2)cc1. The log10(clearance) is 1.72. (4) The compound is Cc1nccn1CCC(C(N)=O)(c1ccccc1)c1ccccc1. The log10(clearance) is 1.66. (5) The drug is O=C(CC1CCCCCC1)Nc1cccc2c(=O)n([C@H]3CCNC3)ccc12. The log10(clearance) is 0.530. (6) The molecule is O=C1COC2(CCN(S(=O)(=O)c3ccc(-c4ccc5cccnc5c4)cc3)CC2)CN1C1CC1. The log10(clearance) is 0.960. (7) The compound is CSCCC(NC(=O)c1sccc1Cl)c1nc2ccccc2[nH]1. The log10(clearance) is 2.18. (8) The drug is N#Cc1ccc(-c2ccc(NC(=O)Nc3ccc(-c4ccnc5[nH]cnc45)cc3)cc2)cc1. The log10(clearance) is 1.83. (9) The drug is C=CC(=O)Nc1ccc(F)cc1. The log10(clearance) is 0.480.